Predict the reactants needed to synthesize the given product. From a dataset of Full USPTO retrosynthesis dataset with 1.9M reactions from patents (1976-2016). (1) Given the product [CH2:1]([O:3][C:4]([C:6]1[CH:7]=[C:8]([C:15]([N:21]2[CH2:22][CH2:23][CH2:24][C@@H:25]2[CH3:26])=[O:17])[N:9]2[CH2:14][CH2:13][O:12][CH2:11][C:10]=12)=[O:5])[CH3:2], predict the reactants needed to synthesize it. The reactants are: [CH2:1]([O:3][C:4]([C:6]1[CH:7]=[C:8]([C:15]([OH:17])=O)[N:9]2[CH2:14][CH2:13][O:12][CH2:11][C:10]=12)=[O:5])[CH3:2].ON1[C:23]2[CH:24]=[CH:25][CH:26]=C[C:22]=2[N:21]=N1.Cl.C(N=C=NCCCN(C)C)C.C[C@H]1CCCN1. (2) Given the product [CH3:1][C@H:2]1[NH:7][CH2:6][CH2:5][N:4]([C:8]2[CH:9]=[CH:10][C:11]([O:24][CH2:21][CH2:20][CH3:19])=[CH:12][CH:13]=2)[CH2:3]1, predict the reactants needed to synthesize it. The reactants are: [CH3:1][C@H:2]1[NH:7][CH2:6][CH2:5][N:4]([C:8]2[CH:13]=[CH:12][C:11](CCC)=[CH:10][CH:9]=2)[CH2:3]1.BrC1C=C[C:21]([O:24]CCC)=[CH:20][CH:19]=1. (3) Given the product [Br:8][C:5]1([C:22]2[O:21][C:20]([C:14]3[CH:19]=[CH:18][CH:17]=[CH:16][CH:15]=3)=[C:29]3[C:24]=2[CH:25]=[CH:26][CH:27]=[CH:28]3)[CH:6]=[CH:7][CH:2]=[CH:3][CH2:4]1, predict the reactants needed to synthesize it. The reactants are: Br[C:2]1[CH:7]=[CH:6][C:5]([Br:8])=[CH:4][CH:3]=1.C([Li])CCC.[C:14]1([CH:20]2[C:29]3[C:24](=[CH:25][CH:26]=[CH:27][CH:28]=3)[C:22](=O)[O:21]2)[CH:19]=[CH:18][CH:17]=[CH:16][CH:15]=1.Cl. (4) Given the product [C:2]1([CH3:1])[CH:8]=[C:7]([CH3:9])[CH:6]=[C:5]([CH3:10])[C:3]=1[N:4]1[CH:13]=[CH:11][N:16]=[CH:17]1, predict the reactants needed to synthesize it. The reactants are: [CH3:1][C:2]1[CH:8]=[C:7]([CH3:9])[CH:6]=[C:5]([CH3:10])[C:3]=1[NH2:4].[CH:11]([CH:13]=O)=O.[Cl-].[NH4+:16].[CH2:17]=O.P(=O)(O)(O)O. (5) Given the product [NH2:22][C:12]1[N:11]([C:4]2[CH:5]=[CH:6][C:7]([O:9][CH3:10])=[CH:8][C:3]=2[O:2][CH3:1])[C:23](=[O:26])[CH:24]=[CH:25][C:13]=1[C:14](=[O:21])[C:15]1[CH:20]=[CH:19][CH:18]=[CH:17][CH:16]=1, predict the reactants needed to synthesize it. The reactants are: [CH3:1][O:2][C:3]1[CH:8]=[C:7]([O:9][CH3:10])[CH:6]=[CH:5][C:4]=1[NH:11][C:12](=[NH:22])[CH2:13][C:14](=[O:21])[C:15]1[CH:20]=[CH:19][CH:18]=[CH:17][CH:16]=1.[C:23](OC)(=[O:26])[C:24]#[CH:25]. (6) The reactants are: [NH:1]1[C:9]2[C:4](=[CH:5][C:6]([N:10]3[C:14]4=[N:15][C:16]([CH:19]=[CH2:20])=[CH:17][CH:18]=[C:13]4[N:12]=[CH:11]3)=[CH:7][CH:8]=2)[CH2:3][CH2:2]1.Cl.[CH3:22][N:23]([CH3:30])[CH2:24][CH2:25][CH2:26][C:27](O)=[O:28].Cl.C(N=C=NCCCN(C)C)C. Given the product [CH3:22][N:23]([CH3:30])[CH2:24][CH2:25][CH2:26][C:27](=[O:28])[N:1]1[C:9]2[C:4](=[CH:5][C:6]([N:10]3[C:14]4=[N:15][C:16]([CH:19]=[CH2:20])=[CH:17][CH:18]=[C:13]4[N:12]=[CH:11]3)=[CH:7][CH:8]=2)[CH2:3][CH2:2]1, predict the reactants needed to synthesize it.